This data is from Reaction yield outcomes from USPTO patents with 853,638 reactions. The task is: Predict the reaction yield, written as a fraction of the theoretical maximum amount of product (1.0 means a 100% yield; for example, 0.34 means a 34% yield). (1) The reactants are [Cl:1][C:2]1[CH:7]=[CH:6][C:5]([C:8]2[CH:24]=[C:11]3[CH:12]=[C:13]([C:16]4[CH:17]=[C:18]([CH:21]=[CH:22][CH:23]=4)[CH:19]=[O:20])[CH:14]=[CH:15][N:10]3[N:9]=2)=[CH:4][CH:3]=1.[CH3:25][Mg]Br.[Cl-].[NH4+].C(OCC)(=O)C. The catalyst is O1CCCC1.O. The product is [Cl:1][C:2]1[CH:3]=[CH:4][C:5]([C:8]2[CH:24]=[C:11]3[CH:12]=[C:13]([C:16]4[CH:17]=[C:18]([CH:19]([OH:20])[CH3:25])[CH:21]=[CH:22][CH:23]=4)[CH:14]=[CH:15][N:10]3[N:9]=2)=[CH:6][CH:7]=1. The yield is 0.530. (2) The reactants are [C:1]([O:5][C:6]([N:8]1[CH2:14][CH2:13][C:12]2[C:15](OS(C(F)(F)F)(=O)=O)=[CH:16][CH:17]=[CH:18][C:11]=2[CH2:10][CH2:9]1)=[O:7])([CH3:4])([CH3:3])[CH3:2].[C:27]1([CH2:33][C:34]#[CH:35])[CH:32]=[CH:31][CH:30]=[CH:29][CH:28]=1. No catalyst specified. The yield is 0.740. The product is [C:1]([O:5][C:6]([N:8]1[CH2:14][CH2:13][C:12]2[C:15]([C:35]#[C:34][CH2:33][C:27]3[CH:32]=[CH:31][CH:30]=[CH:29][CH:28]=3)=[CH:16][CH:17]=[CH:18][C:11]=2[CH2:10][CH2:9]1)=[O:7])([CH3:4])([CH3:3])[CH3:2]. (3) The reactants are [Br:1][C:2]1[C:3]([CH3:8])=[N:4][CH:5]=[CH:6][CH:7]=1.[O:9]1CCOCC1. No catalyst specified. The product is [Br:1][C:2]1[C:3]([CH:8]=[O:9])=[N:4][CH:5]=[CH:6][CH:7]=1. The yield is 0.550. (4) The reactants are Br[C:2]1[CH:3]=[C:4]([C:8]2[O:12][C:11]([CH2:13][N:14]3[C:22]4[C:17](=[C:18]([Cl:25])[C:19]([C:23]#[N:24])=[CH:20][CH:21]=4)[CH:16]=[C:15]3[CH:26]([F:28])[F:27])=[N:10][N:9]=2)[CH:5]=[N:6][CH:7]=1.[CH3:29][N:30](C=O)C. The catalyst is [C-]#N.[C-]#N.[Zn+2].C1C=CC([P]([Pd]([P](C2C=CC=CC=2)(C2C=CC=CC=2)C2C=CC=CC=2)([P](C2C=CC=CC=2)(C2C=CC=CC=2)C2C=CC=CC=2)[P](C2C=CC=CC=2)(C2C=CC=CC=2)C2C=CC=CC=2)(C2C=CC=CC=2)C2C=CC=CC=2)=CC=1. The product is [Cl:25][C:18]1[C:19]([C:23]#[N:24])=[CH:20][CH:21]=[C:22]2[C:17]=1[CH:16]=[C:15]([CH:26]([F:28])[F:27])[N:14]2[CH2:13][C:11]1[O:12][C:8]([C:4]2[CH:5]=[N:6][CH:7]=[C:2]([C:29]#[N:30])[CH:3]=2)=[N:9][N:10]=1. The yield is 0.610. (5) The reactants are [Cl:1][C:2]1[CH:21]=[C:20]([O:22]C)[CH:19]=[C:18]([Cl:24])[C:3]=1[CH2:4][CH:5]1[CH2:9][CH2:8][N:7]([C@@H:10]2[CH2:15][CH2:14][CH2:13][CH2:12][C@@H:11]2[CH3:16])[C:6]1=[O:17].B(Br)(Br)Br.O. The catalyst is C(Cl)Cl. The product is [Cl:1][C:2]1[CH:21]=[C:20]([OH:22])[CH:19]=[C:18]([Cl:24])[C:3]=1[CH2:4][CH:5]1[CH2:9][CH2:8][N:7]([C@@H:10]2[CH2:15][CH2:14][CH2:13][CH2:12][C@@H:11]2[CH3:16])[C:6]1=[O:17]. The yield is 0.850. (6) The catalyst is [Pd].C(O)C. The yield is 0.700. The product is [CH3:1][O:2][CH2:3][O:4][C:5]1[CH:10]=[C:9]([O:11][CH2:12][O:13][CH3:14])[CH:8]=[CH:7][C:6]=1[CH:15]1[CH2:20][CH2:19][CH2:18][C:17](=[O:21])[CH2:16]1. The reactants are [CH3:1][O:2][CH2:3][O:4][C:5]1[CH:10]=[C:9]([O:11][CH2:12][O:13][CH3:14])[CH:8]=[CH:7][C:6]=1[C:15]1[CH2:20][CH2:19][CH2:18][C:17](=[O:21])[CH:16]=1.[H][H]. (7) The reactants are [C:1]([NH:4][C:5]1[S:6][C:7]([Cl:10])=[CH:8][N:9]=1)(=[O:3])[CH3:2].[H-].[Na+].[CH3:13][O:14][CH2:15][CH2:16]Br. The catalyst is C1COCC1.CN(C=O)C.C(OCC)(=O)C. The product is [Cl:10][C:7]1[S:6][C:5](=[N:4][C:1](=[O:3])[CH3:2])[N:9]([CH2:16][CH2:15][O:14][CH3:13])[CH:8]=1. The yield is 0.420.